From a dataset of Forward reaction prediction with 1.9M reactions from USPTO patents (1976-2016). Predict the product of the given reaction. (1) Given the reactants [F:1][C:2]1[CH:3]=[C:4]([OH:11])[CH:5]=[CH:6][C:7]=1[N+:8]([O-])=O, predict the reaction product. The product is: [NH2:8][C:7]1[CH:6]=[CH:5][C:4]([OH:11])=[CH:3][C:2]=1[F:1]. (2) Given the reactants [C:1]1(/[CH:7]=[CH:8]/[CH:9]=[C:10]2[CH2:15][CH2:14][NH:13][CH2:12][CH2:11]2)[CH:6]=[CH:5][CH:4]=[CH:3][CH:2]=1.Cl[C:17]1[C:22]([N+:23]([O-:25])=[O:24])=[CH:21][CH:20]=[C:19]([CH3:26])[N:18]=1.C(=O)([O-])[O-].[K+].[K+].O, predict the reaction product. The product is: [CH3:26][C:19]1[N:18]=[C:17]([N:13]2[CH2:12][CH2:11][C:10](=[CH:9]/[CH:8]=[CH:7]/[C:1]3[CH:6]=[CH:5][CH:4]=[CH:3][CH:2]=3)[CH2:15][CH2:14]2)[C:22]([N+:23]([O-:25])=[O:24])=[CH:21][CH:20]=1. (3) Given the reactants [F:1][C:2]1[CH:11]=[C:10]2[C:5]([C:6]([NH:19][C:20]3[CH:21]=[C:22]([CH:26]=[C:27]([N:29]4[CH2:34][CH2:33][O:32][CH2:31][CH2:30]4)[CH:28]=3)[C:23](O)=[O:24])=[C:7]([CH3:18])[C:8]([C:12]3[CH:17]=[CH:16][CH:15]=[CH:14][N:13]=3)=[N:9]2)=[CH:4][CH:3]=1.C(Cl)CCl.[NH3:39].O1CCOCC1, predict the reaction product. The product is: [F:1][C:2]1[CH:11]=[C:10]2[C:5]([C:6]([NH:19][C:20]3[CH:21]=[C:22]([CH:26]=[C:27]([N:29]4[CH2:34][CH2:33][O:32][CH2:31][CH2:30]4)[CH:28]=3)[C:23]([NH2:39])=[O:24])=[C:7]([CH3:18])[C:8]([C:12]3[CH:17]=[CH:16][CH:15]=[CH:14][N:13]=3)=[N:9]2)=[CH:4][CH:3]=1.